From a dataset of Forward reaction prediction with 1.9M reactions from USPTO patents (1976-2016). Predict the product of the given reaction. Given the reactants [C:1]([O:5][C:6]([N:8]1[CH2:13][CH2:12][CH:11]([CH2:14][CH2:15][CH2:16][OH:17])[CH2:10][CH2:9]1)=[O:7])([CH3:4])([CH3:3])[CH3:2].ClCCl.[CH3:21][S:22](Cl)(=[O:24])=[O:23], predict the reaction product. The product is: [C:1]([O:5][C:6]([N:8]1[CH2:13][CH2:12][CH:11]([CH2:14][CH2:15][CH2:16][O:17][S:22]([CH3:21])(=[O:24])=[O:23])[CH2:10][CH2:9]1)=[O:7])([CH3:4])([CH3:3])[CH3:2].